This data is from Forward reaction prediction with 1.9M reactions from USPTO patents (1976-2016). The task is: Predict the product of the given reaction. Given the reactants [CH2:1]([CH:8]1[C:17]2[C:12](=[CH:13][C:14]([O:20][CH3:21])=[C:15]([O:18][CH3:19])[CH:16]=2)[CH2:11][CH2:10][NH:9]1)[C:2]1[CH:7]=[CH:6][CH:5]=[CH:4][CH:3]=1.Br[CH2:23][C:24](Br)=[O:25].[CH:27]1([NH2:37])[C:36]2[C:31](=[CH:32][CH:33]=[CH:34][CH:35]=2)[CH2:30][CH2:29][CH2:28]1, predict the reaction product. The product is: [CH2:1]([CH:8]1[C:17]2[C:12](=[CH:13][C:14]([O:20][CH3:21])=[C:15]([O:18][CH3:19])[CH:16]=2)[CH2:11][CH2:10][N:9]1[CH2:23][C:24]([NH:37][CH:27]1[C:36]2[C:31](=[CH:32][CH:33]=[CH:34][CH:35]=2)[CH2:30][CH2:29][CH2:28]1)=[O:25])[C:2]1[CH:3]=[CH:4][CH:5]=[CH:6][CH:7]=1.